This data is from Forward reaction prediction with 1.9M reactions from USPTO patents (1976-2016). The task is: Predict the product of the given reaction. Given the reactants [F:1][C:2]1[CH:3]=[C:4]([CH:13]([CH3:17])[C:14]([OH:16])=O)[CH:5]=[CH:6][C:7]=1[CH2:8][S:9]([CH3:12])(=[O:11])=[O:10].[C:18]([C:22]1[CH:26]=[C:25]([CH2:27][NH2:28])[N:24]([C:29]2[CH:34]=[CH:33][CH:32]=[C:31]([Cl:35])[CH:30]=2)[N:23]=1)([CH3:21])([CH3:20])[CH3:19].F[B-](F)(F)F.N1(OC(N(C)C)=[N+](C)C)C2C=CC=CC=2N=N1.ON1C2C=CC=CC=2N=N1.C(N(C(C)C)C(C)C)C, predict the reaction product. The product is: [C:18]([C:22]1[CH:26]=[C:25]([CH2:27][NH:28][C:14](=[O:16])[CH:13]([C:4]2[CH:5]=[CH:6][C:7]([CH2:8][S:9]([CH3:12])(=[O:10])=[O:11])=[C:2]([F:1])[CH:3]=2)[CH3:17])[N:24]([C:29]2[CH:34]=[CH:33][CH:32]=[C:31]([Cl:35])[CH:30]=2)[N:23]=1)([CH3:21])([CH3:19])[CH3:20].